The task is: Predict the product of the given reaction.. This data is from Forward reaction prediction with 1.9M reactions from USPTO patents (1976-2016). (1) The product is: [CH2:1]([O:8][C:9]1[CH:10]=[CH:11][C:12]([C:13]([N:31]([O:30][CH3:29])[CH3:32])=[O:15])=[CH:16][CH:17]=1)[C:2]1[CH:3]=[CH:4][CH:5]=[CH:6][CH:7]=1. Given the reactants [CH2:1]([O:8][C:9]1[CH:17]=[CH:16][C:12]([C:13]([OH:15])=O)=[CH:11][CH:10]=1)[C:2]1[CH:7]=[CH:6][CH:5]=[CH:4][CH:3]=1.C(#N)C.C(N(CC)CC)C.Cl.[CH3:29][O:30][NH:31][CH3:32], predict the reaction product. (2) Given the reactants [F:1][C:2]1([F:17])[O:6][C:5]2[CH:7]=[CH:8][C:9]([C:11]3([C:14]([OH:16])=O)[CH2:13][CH2:12]3)=[CH:10][C:4]=2[O:3]1.S(Cl)(Cl)=O.[CH3:22][C:23]1[CH:24]=[CH:25][C:26]([NH2:29])=[N:27][CH:28]=1.C(N(CC)CC)C, predict the reaction product. The product is: [F:17][C:2]1([F:1])[O:6][C:5]2[CH:7]=[CH:8][C:9]([C:11]3([C:14]([NH:29][C:26]4[CH:25]=[CH:24][C:23]([CH3:22])=[CH:28][N:27]=4)=[O:16])[CH2:12][CH2:13]3)=[CH:10][C:4]=2[O:3]1.